From a dataset of NCI-60 drug combinations with 297,098 pairs across 59 cell lines. Regression. Given two drug SMILES strings and cell line genomic features, predict the synergy score measuring deviation from expected non-interaction effect. (1) Drug 1: C1=CC(=CC=C1CC(C(=O)O)N)N(CCCl)CCCl.Cl. Drug 2: C1CCC(C(C1)N)N.C(=O)(C(=O)[O-])[O-].[Pt+4]. Cell line: DU-145. Synergy scores: CSS=12.8, Synergy_ZIP=2.92, Synergy_Bliss=8.83, Synergy_Loewe=8.10, Synergy_HSA=7.82. (2) Drug 1: CC1=C2C(C(=O)C3(C(CC4C(C3C(C(C2(C)C)(CC1OC(=O)C(C(C5=CC=CC=C5)NC(=O)C6=CC=CC=C6)O)O)OC(=O)C7=CC=CC=C7)(CO4)OC(=O)C)O)C)OC(=O)C. Synergy scores: CSS=19.5, Synergy_ZIP=-6.31, Synergy_Bliss=-3.37, Synergy_Loewe=-1.77, Synergy_HSA=-1.19. Cell line: HCT-15. Drug 2: CC1=C(N=C(N=C1N)C(CC(=O)N)NCC(C(=O)N)N)C(=O)NC(C(C2=CN=CN2)OC3C(C(C(C(O3)CO)O)O)OC4C(C(C(C(O4)CO)O)OC(=O)N)O)C(=O)NC(C)C(C(C)C(=O)NC(C(C)O)C(=O)NCCC5=NC(=CS5)C6=NC(=CS6)C(=O)NCCC[S+](C)C)O. (3) Drug 1: COC1=CC(=CC(=C1O)OC)C2C3C(COC3=O)C(C4=CC5=C(C=C24)OCO5)OC6C(C(C7C(O6)COC(O7)C8=CC=CS8)O)O. Drug 2: CCN(CC)CCNC(=O)C1=C(NC(=C1C)C=C2C3=C(C=CC(=C3)F)NC2=O)C. Cell line: NCI-H322M. Synergy scores: CSS=1.49, Synergy_ZIP=-0.630, Synergy_Bliss=1.98, Synergy_Loewe=-2.31, Synergy_HSA=0.0727. (4) Drug 1: CS(=O)(=O)OCCCCOS(=O)(=O)C. Drug 2: C1CN(P(=O)(OC1)NCCCl)CCCl. Cell line: NCI-H226. Synergy scores: CSS=-2.03, Synergy_ZIP=-0.428, Synergy_Bliss=-2.08, Synergy_Loewe=-5.61, Synergy_HSA=-5.12.